This data is from Reaction yield outcomes from USPTO patents with 853,638 reactions. The task is: Predict the reaction yield, written as a fraction of the theoretical maximum amount of product (1.0 means a 100% yield; for example, 0.34 means a 34% yield). (1) The reactants are [CH3:1][N:2]([CH3:34])[C:3]([C:5]1[CH:6]=[C:7]2[C:12](=[C:13]([C:15]3[N:16]([C:20]([O:22][C:23]([CH3:26])([CH3:25])[CH3:24])=[O:21])[CH:17]=[CH:18][CH:19]=3)[CH:14]=1)[O:11][C:10]([N:27]1[CH2:32][CH2:31][O:30][CH2:29][CH2:28]1)=[CH:9][C:8]2=[O:33])=[O:4]. The catalyst is CO.[Rh].[Pd]. The product is [CH3:34][N:2]([CH3:1])[C:3]([C:5]1[CH:6]=[C:7]2[C:12](=[C:13]([CH:15]3[CH2:19][CH2:18][CH2:17][N:16]3[C:20]([O:22][C:23]([CH3:26])([CH3:25])[CH3:24])=[O:21])[CH:14]=1)[O:11][C:10]([N:27]1[CH2:32][CH2:31][O:30][CH2:29][CH2:28]1)=[CH:9][C:8]2=[O:33])=[O:4]. The yield is 0.500. (2) The reactants are Cl.Cl.[CH3:3][C@H:4]1[C:12]2[C:11]([N:13]3[CH2:18][CH2:17][NH:16][CH2:15][CH2:14]3)=[N:10][CH:9]=[N:8][C:7]=2[C@@H:6]([OH:19])[CH2:5]1.[C:20]([O:24][C:25]([N:27]([CH2:40][CH:41]1[CH2:43][CH2:42]1)[CH2:28][C@H:29]([C:33]1[CH:38]=[CH:37][C:36]([Cl:39])=[CH:35][CH:34]=1)[C:30](O)=[O:31])=[O:26])([CH3:23])([CH3:22])[CH3:21].C(N(C(C)C)CC)(C)C.CN(C(ON1N=NC2C=CC=CC1=2)=[N+](C)C)C.F[P-](F)(F)(F)(F)F. The catalyst is C(Cl)Cl. The product is [Cl:39][C:36]1[CH:37]=[CH:38][C:33]([C@H:29]([C:30]([N:16]2[CH2:15][CH2:14][N:13]([C:11]3[C:12]4[C@H:4]([CH3:3])[CH2:5][C@H:6]([OH:19])[C:7]=4[N:8]=[CH:9][N:10]=3)[CH2:18][CH2:17]2)=[O:31])[CH2:28][N:27]([CH2:40][CH:41]2[CH2:42][CH2:43]2)[C:25](=[O:26])[O:24][C:20]([CH3:23])([CH3:21])[CH3:22])=[CH:34][CH:35]=1. The yield is 0.820.